Dataset: Peptide-MHC class I binding affinity with 185,985 pairs from IEDB/IMGT. Task: Regression. Given a peptide amino acid sequence and an MHC pseudo amino acid sequence, predict their binding affinity value. This is MHC class I binding data. (1) The peptide sequence is NHINIELSL. The MHC is HLA-B38:01 with pseudo-sequence HLA-B38:01. The binding affinity (normalized) is 0.533. (2) The peptide sequence is TLNTLITLI. The MHC is HLA-A02:03 with pseudo-sequence HLA-A02:03. The binding affinity (normalized) is 1.00. (3) The peptide sequence is KAFSPEVIPMF. The MHC is HLA-B07:02 with pseudo-sequence HLA-B07:02. The binding affinity (normalized) is 0.0495. (4) The peptide sequence is CALVSDCAST. The MHC is HLA-A68:02 with pseudo-sequence HLA-A68:02. The binding affinity (normalized) is 0. (5) The peptide sequence is SLFNTIATL. The MHC is HLA-A68:02 with pseudo-sequence HLA-A68:02. The binding affinity (normalized) is 0.0206.